From a dataset of CYP3A4 inhibition data for predicting drug metabolism from PubChem BioAssay. Regression/Classification. Given a drug SMILES string, predict its absorption, distribution, metabolism, or excretion properties. Task type varies by dataset: regression for continuous measurements (e.g., permeability, clearance, half-life) or binary classification for categorical outcomes (e.g., BBB penetration, CYP inhibition). Dataset: cyp3a4_veith. (1) The compound is COc1ccc(C2C(=O)N(C3CCCCCC3)CC(=O)N2Cc2ccccc2)cc1OC. The result is 1 (inhibitor). (2) The drug is Cn1cnnc1SCC(=O)N1N=C2/C(=C/c3ccco3)CCCC2C1c1ccco1. The result is 0 (non-inhibitor). (3) The molecule is C[C@@H]1[C@H]2C=C[C@@H]1[C@@H](c1c3ccc(=O)c(O)c-3oc3c(O)c(O)ccc13)[C@@H]2C(=O)O. The result is 0 (non-inhibitor). (4) The compound is COC(=O)[C@@]1(Cc2ccc(F)cc2)[C@H]2c3cc(C(=O)N4CCCC4)n(Cc4cc(C)n(C)n4)c3C[C@H]2CN1C(=O)c1ccccc1. The result is 1 (inhibitor).